From a dataset of Peptide-MHC class II binding affinity with 134,281 pairs from IEDB. Regression. Given a peptide amino acid sequence and an MHC pseudo amino acid sequence, predict their binding affinity value. This is MHC class II binding data. (1) The peptide sequence is LAECARRRLRTLVLA. The MHC is HLA-DQA10601-DQB10402 with pseudo-sequence HLA-DQA10601-DQB10402. The binding affinity (normalized) is 0. (2) The peptide sequence is KWHKHYLVCNYGPSG. The MHC is DRB1_1201 with pseudo-sequence DRB1_1201. The binding affinity (normalized) is 0.435. (3) The peptide sequence is IDLTKIDRCFQLRGNGV. The MHC is HLA-DPA10201-DPB10501 with pseudo-sequence HLA-DPA10201-DPB10501. The binding affinity (normalized) is 0.149.